Dataset: Full USPTO retrosynthesis dataset with 1.9M reactions from patents (1976-2016). Task: Predict the reactants needed to synthesize the given product. Given the product [Cl:29][C:30]1[CH:37]=[CH:36][C:35]([CH2:38][CH2:39][OH:40])=[CH:34][C:31]=1[CH2:32][N:26]1[CH2:25][CH2:24][C:22]2([O:21][CH2:20][CH2:19][N:18]([C:16]([C:14]3[N:15]=[C:11]([CH:8]([CH3:10])[CH3:9])[S:12][CH:13]=3)=[O:17])[CH2:23]2)[CH2:28][CH2:27]1, predict the reactants needed to synthesize it. The reactants are: FC(F)(F)C(O)=O.[CH:8]([C:11]1[S:12][CH:13]=[C:14]([C:16]([N:18]2[CH2:23][C:22]3([CH2:28][CH2:27][NH:26][CH2:25][CH2:24]3)[O:21][CH2:20][CH2:19]2)=[O:17])[N:15]=1)([CH3:10])[CH3:9].[Cl:29][C:30]1[CH:37]=[CH:36][C:35]([CH2:38][CH2:39][OH:40])=[CH:34][C:31]=1[CH:32]=O.C(O[BH-](OC(=O)C)OC(=O)C)(=O)C.[Na+].C(=O)(O)[O-].[Na+].